The task is: Predict the reactants needed to synthesize the given product.. This data is from Full USPTO retrosynthesis dataset with 1.9M reactions from patents (1976-2016). (1) Given the product [Cl:19][C:16]1[CH:17]=[CH:18][C:13]([O:12][CH2:11][C:8]2[N:7]([CH2:37][CH2:36][CH2:35][CH:32]3[CH2:33][CH2:34][N:29]([C:27]([O:26][C:22]([CH3:25])([CH3:24])[CH3:23])=[O:28])[CH2:30][CH2:31]3)[C:6]3[CH:5]=[CH:4][CH:3]=[C:2]([O:1][CH2:37][CH2:36][CH2:35][CH:32]4[CH2:33][CH2:34][N:29]([C:27]([O:26][C:22]([CH3:23])([CH3:25])[CH3:24])=[O:28])[CH2:30][CH2:31]4)[C:10]=3[N:9]=2)=[CH:14][CH:15]=1, predict the reactants needed to synthesize it. The reactants are: [OH:1][C:2]1[C:10]2[NH:9][C:8]([CH2:11][O:12][C:13]3[CH:18]=[CH:17][C:16]([Cl:19])=[CH:15][CH:14]=3)=[N:7][C:6]=2[CH:5]=[CH:4][CH:3]=1.[H-].[Na+].[C:22]([O:26][C:27]([N:29]1[CH2:34][CH2:33][CH:32]([CH2:35][CH2:36][CH2:37]Br)[CH2:31][CH2:30]1)=[O:28])([CH3:25])([CH3:24])[CH3:23]. (2) Given the product [CH2:38]([NH:37][C:35]([C:10]1[N:11]([C:27]2[CH:32]=[CH:31][C:30]([O:33][CH3:34])=[CH:29][CH:28]=2)[C:12]([C:22]([N:24]([CH3:26])[CH3:25])=[O:23])=[C:13]([OH:14])[C:9]=1[OH:8])=[O:36])[CH3:39], predict the reactants needed to synthesize it. The reactants are: C([O:8][C:9]1[C:13]([O:14]CC2C=CC=CC=2)=[C:12]([C:22]([N:24]([CH3:26])[CH3:25])=[O:23])[N:11]([C:27]2[CH:32]=[CH:31][C:30]([O:33][CH3:34])=[CH:29][CH:28]=2)[C:10]=1[C:35]([NH:37][CH2:38][CH3:39])=[O:36])C1C=CC=CC=1. (3) Given the product [F:26][C:2]1([F:1])[CH2:7][CH2:6][C:5]([CH2:9][NH:10][C:11]([C:13]2[C:14]([Cl:25])=[C:15]3[C:19](=[C:20]([CH:22]([OH:24])[CH3:23])[CH:21]=2)[NH:18][CH:17]=[CH:16]3)=[O:12])([OH:8])[CH2:4][CH2:3]1, predict the reactants needed to synthesize it. The reactants are: [F:1][C:2]1([F:26])[CH2:7][CH2:6][C:5]([CH2:9][NH:10][C:11]([C:13]2[C:14]([Cl:25])=[C:15]3[C:19](=[C:20]([C:22](=[O:24])[CH3:23])[CH:21]=2)[NH:18][CH:17]=[CH:16]3)=[O:12])([OH:8])[CH2:4][CH2:3]1.[BH4-].[Na+]. (4) Given the product [CH2:37]([O:23][C:22]([C:18]1[CH:17]=[C:16]2[C:21](=[CH:20][CH:19]=1)[N:13]([CH2:12][C:9]1[CH:8]=[C:7]([C:5]3[S:6][C:2]([Cl:1])=[CH:3][CH:4]=3)[O:11][N:10]=1)[C:14]([C:25](=[O:36])[NH:26][CH:27]1[CH2:32][CH2:31][N:30]([CH:33]([CH3:34])[CH3:35])[CH2:29][CH2:28]1)=[CH:15]2)=[O:24])[CH3:38], predict the reactants needed to synthesize it. The reactants are: [Cl:1][C:2]1[S:6][C:5]([C:7]2[O:11][N:10]=[C:9]([CH2:12][N:13]3[C:21]4[C:16](=[CH:17][C:18]([C:22]([OH:24])=[O:23])=[CH:19][CH:20]=4)[CH:15]=[C:14]3[C:25](=[O:36])[NH:26][CH:27]3[CH2:32][CH2:31][N:30]([CH:33]([CH3:35])[CH3:34])[CH2:29][CH2:28]3)[CH:8]=2)=[CH:4][CH:3]=1.[CH3:37][CH2:38]O.C1CCC(N=C=NC2CCCCC2)CC1. (5) The reactants are: [NH2:1][CH2:2][C@H:3]1[CH2:8][CH2:7][C@H:6]([C:9]([OH:11])=[O:10])[CH2:5][CH2:4]1.S(Cl)([Cl:14])=O.[CH3:16]O. Given the product [ClH:14].[NH2:1][CH2:2][C@H:3]1[CH2:4][CH2:5][C@H:6]([C:9]([O:11][CH3:16])=[O:10])[CH2:7][CH2:8]1, predict the reactants needed to synthesize it. (6) Given the product [CH3:1][O:2][C:3]1[CH:4]=[C:5]([NH:11][C:12]([C:14]2[CH:35]=[CH:34][C:17]3[N:18]=[C:19]([N:21]4[CH2:26][CH2:25][NH:24][CH2:23][CH2:22]4)[S:20][C:16]=3[CH:15]=2)=[O:13])[CH:6]=[CH:7][C:8]=1[O:9][CH3:10], predict the reactants needed to synthesize it. The reactants are: [CH3:1][O:2][C:3]1[CH:4]=[C:5]([NH:11][C:12]([C:14]2[CH:35]=[CH:34][C:17]3[N:18]=[C:19]([N:21]4[CH2:26][CH2:25][N:24](C(OC(C)(C)C)=O)[CH2:23][CH2:22]4)[S:20][C:16]=3[CH:15]=2)=[O:13])[CH:6]=[CH:7][C:8]=1[O:9][CH3:10].FC(F)(F)C(O)=O.